Dataset: Catalyst prediction with 721,799 reactions and 888 catalyst types from USPTO. Task: Predict which catalyst facilitates the given reaction. (1) Reactant: [CH2:1]([N:8]1[CH2:12][CH:11]([C:13](O)=[O:14])[C:10]2([C:24]3[C:19](=[CH:20][CH:21]=[CH:22][CH:23]=3)[CH2:18][CH2:17][CH2:16]2)[CH2:9]1)[C:2]1[CH:7]=[CH:6][CH:5]=[CH:4][CH:3]=1.C(Cl)(=O)C(Cl)=O.[C:31]1([CH:37]2[CH2:42][CH2:41][NH:40][CH2:39][CH2:38]2)[CH:36]=[CH:35][CH:34]=[CH:33][CH:32]=1.C(N(CC)CC)C. Product: [CH2:1]([N:8]1[CH2:12][CH:11]([C:13]([N:40]2[CH2:39][CH2:38][CH:37]([C:31]3[CH:36]=[CH:35][CH:34]=[CH:33][CH:32]=3)[CH2:42][CH2:41]2)=[O:14])[C:10]2([C:24]3[C:19](=[CH:20][CH:21]=[CH:22][CH:23]=3)[CH2:18][CH2:17][CH2:16]2)[CH2:9]1)[C:2]1[CH:7]=[CH:6][CH:5]=[CH:4][CH:3]=1. The catalyst class is: 59. (2) Reactant: Br[C:2]1[CH:3]=[C:4]([C:24]([F:27])([F:26])[F:25])[N:5]2[CH2:22][CH2:21][N:20]([CH3:23])[C:7]3([CH2:12][CH2:11][N:10]([C:13]([O:15][C:16]([CH3:19])([CH3:18])[CH3:17])=[O:14])[CH2:9][CH2:8]3)[C:6]=12.[Li]CCCC.C1(S(N([F:52])S(C2C=CC=CC=2)(=O)=O)(=O)=O)C=CC=CC=1. Product: [F:52][C:2]1[CH:3]=[C:4]([C:24]([F:27])([F:26])[F:25])[N:5]2[CH2:22][CH2:21][N:20]([CH3:23])[C:7]3([CH2:12][CH2:11][N:10]([C:13]([O:15][C:16]([CH3:19])([CH3:18])[CH3:17])=[O:14])[CH2:9][CH2:8]3)[C:6]=12. The catalyst class is: 1. (3) The catalyst class is: 2. Product: [N+:1]([C:4]1[CH:12]=[CH:11][C:7]([C:8]([N:19]2[CH2:22][CH2:21][CH2:20]2)=[O:9])=[CH:6][CH:5]=1)([O-:3])=[O:2]. Reactant: [N+:1]([C:4]1[CH:12]=[CH:11][C:7]([C:8](Cl)=[O:9])=[CH:6][CH:5]=1)([O-:3])=[O:2].C(=O)([O-])[O-].[K+].[K+].[NH:19]1[CH2:22][CH2:21][CH2:20]1.O. (4) Reactant: [CH:1]1[N:2]=[C:3]([C:10]([O:12][CH2:13][CH3:14])=[O:11])[N:4]2[CH:9]=[CH:8][CH:7]=[CH:6][C:5]=12.[Br:15]N1C(=O)CCC1=O.C(N(CC)CC)C. Product: [Br:15][C:1]1[N:2]=[C:3]([C:10]([O:12][CH2:13][CH3:14])=[O:11])[N:4]2[CH:9]=[CH:8][CH:7]=[CH:6][C:5]=12. The catalyst class is: 10. (5) Reactant: CON(C)[C:4](=[O:28])[C@H:5]([NH:20][C:21]([O:23][C:24]([CH3:27])([CH3:26])[CH3:25])=[O:22])[CH2:6][CH2:7][CH2:8][NH:9][C:10]([O:12][CH2:13][C:14]1[CH:19]=[CH:18][CH:17]=[CH:16][CH:15]=1)=[O:11].[CH3:30][Mg+].[Br-].[NH4+].[Cl-]. Product: [CH2:13]([O:12][C:10]([NH:9][CH2:8][CH2:7][CH2:6][C@@H:5]([NH:20][C:21]([O:23][C:24]([CH3:25])([CH3:26])[CH3:27])=[O:22])[C:4](=[O:28])[CH3:30])=[O:11])[C:14]1[CH:15]=[CH:16][CH:17]=[CH:18][CH:19]=1. The catalyst class is: 1. (6) Reactant: ClC(Cl)(O[C:5](=[O:11])OC(Cl)(Cl)Cl)Cl.[F:13][C:14]([F:22])([F:21])[CH:15]([OH:20])[C:16]([F:19])([F:18])[F:17].C(N(CC)C(C)C)(C)C.[CH3:32][C:33]1[N:38]=[C:37]([CH2:39][N:40]2[CH2:45][CH2:44][NH:43][CH2:42][CH2:41]2)[CH:36]=[CH:35][C:34]=1[C:46]1[CH:51]=[CH:50][CH:49]=[CH:48][C:47]=1[CH3:52]. Product: [CH3:32][C:33]1[N:38]=[C:37]([CH2:39][N:40]2[CH2:41][CH2:42][N:43]([C:5]([O:20][CH:15]([C:16]([F:19])([F:18])[F:17])[C:14]([F:22])([F:21])[F:13])=[O:11])[CH2:44][CH2:45]2)[CH:36]=[CH:35][C:34]=1[C:46]1[CH:51]=[CH:50][CH:49]=[CH:48][C:47]=1[CH3:52]. The catalyst class is: 4. (7) Reactant: [CH2:1]([C:5]([CH2:14][CH3:15])([C:10]([O:12]C)=[O:11])[C:6]([O:8][CH3:9])=[O:7])/[CH:2]=[CH:3]/[CH3:4].C(C(C(OC)=O)C(OC)=O)C.[H-].[Na+].ClCC=CC.Cl. Product: [CH2:14]([C@@:5]([C:6]([O:8][CH3:9])=[O:7])([CH2:1][CH2:2][CH2:3][CH3:4])[C:10]([OH:12])=[O:11])[CH3:15]. The catalyst class is: 3.